Dataset: Full USPTO retrosynthesis dataset with 1.9M reactions from patents (1976-2016). Task: Predict the reactants needed to synthesize the given product. The reactants are: [C:1]([C:5]1[CH:40]=[CH:39][C:8]([C:9]([N:11]2[C@@H:15]([C:16]3[S:17][CH:18]=[CH:19][N:20]=3)[C@@H:14]([C:21]3[CH:26]=[N:25][CH:24]=[C:23](C)[N:22]=3)[CH2:13][C@@:12]2([CH2:35][CH:36]([CH3:38])[CH3:37])[C:28]([O:30]C(C)(C)C)=[O:29])=[O:10])=[CH:7][CH:6]=1)([CH3:4])([CH3:3])[CH3:2].[C:41](O)(C(F)(F)F)=O. Given the product [C:1]([C:5]1[CH:6]=[CH:7][C:8]([C:9]([N:11]2[C@@H:15]([C:16]3[S:17][CH:18]=[CH:19][N:20]=3)[C@@H:14]([C:21]3[C:26]([CH3:41])=[N:25][CH:24]=[CH:23][N:22]=3)[CH2:13][C@@:12]2([CH2:35][CH:36]([CH3:37])[CH3:38])[C:28]([OH:30])=[O:29])=[O:10])=[CH:39][CH:40]=1)([CH3:3])([CH3:2])[CH3:4], predict the reactants needed to synthesize it.